Predict the product of the given reaction. From a dataset of Forward reaction prediction with 1.9M reactions from USPTO patents (1976-2016). (1) Given the reactants Cl[C:2]1[N:7]=[C:6]([NH:8][C:9]2[NH:10][N:11]=[C:12]([O:14][CH:15]([CH3:17])[CH3:16])[CH:13]=2)[CH:5]=[CH:4][N:3]=1.[N:18]1[CH:23]=[CH:22][CH:21]=[N:20][C:19]=1[C:24]1[CH:28]=[C:27]([CH2:29][NH2:30])[O:26][N:25]=1.C(O)(C(F)(F)F)=O, predict the reaction product. The product is: [CH3:16][CH:15]([O:14][C:12]1[CH:13]=[C:9]([NH:8][C:6]2[CH:5]=[CH:4][N:3]=[C:2]([NH:30][CH2:29][C:27]3[O:26][N:25]=[C:24]([C:19]4[N:20]=[CH:21][CH:22]=[CH:23][N:18]=4)[CH:28]=3)[N:7]=2)[NH:10][N:11]=1)[CH3:17]. (2) Given the reactants FC(F)(F)C(O)=O.[NH:8]1[CH2:12][CH2:11][CH:10]([S:13]([C:16]2[CH:17]=[C:18]3[C:22](=[CH:23][CH:24]=2)[NH:21][N:20]=[CH:19]3)(=[O:15])=[O:14])[CH2:9]1.[C:25]1([CH2:31][CH2:32][CH2:33][CH:34]=O)[CH:30]=[CH:29][CH:28]=[CH:27][CH:26]=1, predict the reaction product. The product is: [C:25]1([CH2:31][CH2:32][CH2:33][CH2:34][N:8]2[CH2:12][CH2:11][CH:10]([S:13]([C:16]3[CH:17]=[C:18]4[C:22](=[CH:23][CH:24]=3)[NH:21][N:20]=[CH:19]4)(=[O:15])=[O:14])[CH2:9]2)[CH:30]=[CH:29][CH:28]=[CH:27][CH:26]=1.